This data is from Full USPTO retrosynthesis dataset with 1.9M reactions from patents (1976-2016). The task is: Predict the reactants needed to synthesize the given product. (1) Given the product [C:1]([O:5][C:6](=[O:15])[NH:7][C:8]1[CH:9]=[N:10][CH:11]=[C:12]([C:24]#[C:23][C:20]2[CH:19]=[N:18][C:17]([NH2:16])=[N:22][CH:21]=2)[CH:13]=1)([CH3:4])([CH3:3])[CH3:2], predict the reactants needed to synthesize it. The reactants are: [C:1]([O:5][C:6](=[O:15])[NH:7][C:8]1[CH:9]=[N:10][CH:11]=[C:12](I)[CH:13]=1)([CH3:4])([CH3:3])[CH3:2].[NH2:16][C:17]1[N:22]=[CH:21][C:20]([C:23]#[CH:24])=[CH:19][N:18]=1.CCN(CC)CC. (2) Given the product [CH:1]1([O:5][CH:6]2[CH2:11][CH2:10][NH:9][CH2:8][CH2:7]2)[CH2:4][CH2:3][CH2:2]1, predict the reactants needed to synthesize it. The reactants are: [CH:1]1([O:5][C:6]2[CH:11]=[CH:10][N:9]=[CH:8][CH:7]=2)[CH2:4][CH2:3][CH2:2]1. (3) Given the product [CH:10]([Si:13]([CH:17]([CH3:19])[CH3:18])([CH:14]([CH3:16])[CH3:15])[O:1][C:2]1[CH:9]=[CH:8][C:5]([CH:6]=[O:7])=[CH:4][CH:3]=1)([CH3:12])[CH3:11], predict the reactants needed to synthesize it. The reactants are: [OH:1][C:2]1[CH:9]=[CH:8][C:5]([CH:6]=[O:7])=[CH:4][CH:3]=1.[CH:10]([Si:13](Cl)([CH:17]([CH3:19])[CH3:18])[CH:14]([CH3:16])[CH3:15])([CH3:12])[CH3:11].N1C=CN=C1.O. (4) Given the product [N:16]1([C:9]([O:11][C:12]([CH3:13])([CH3:14])[CH3:15])=[O:10])[CH2:23][CH2:22][CH2:21][C@H:17]1[C:18]([O:20][C:32]([CH3:34])([CH3:33])[CH3:31])=[O:19], predict the reactants needed to synthesize it. The reactants are: [CH3:13][C:12]([O:11][C:9](O[C:9]([O:11][C:12]([CH3:15])([CH3:14])[CH3:13])=[O:10])=[O:10])([CH3:15])[CH3:14].[NH:16]1[CH2:23][CH2:22][CH2:21][C@H:17]1[C:18]([OH:20])=[O:19].CCN(CC)CC.[CH3:31][C:32](OC)([CH3:34])[CH3:33]. (5) Given the product [Br:1][C:2]1[CH:3]=[C:4]([CH:7]=[CH:8][C:9]=1[S:18][CH3:17])[CH:5]=[O:6], predict the reactants needed to synthesize it. The reactants are: [Br:1][C:2]1[CH:3]=[C:4]([CH:7]=[CH:8][C:9]=1F)[CH:5]=[O:6].C(=O)([O-])[O-].[K+].[K+].[CH3:17][S-:18].[Na+]. (6) Given the product [CH2:9]([O:8][C:6]1[CH:7]=[C:2]([N:14]2[CH:15]=[CH:16][CH:17]=[CH:18][CH2:19]2)[N:3]=[CH:4][N:5]=1)[C:10]#[C:11][CH2:12][CH3:13], predict the reactants needed to synthesize it. The reactants are: Cl[C:2]1[CH:7]=[C:6]([O:8][CH2:9][CH:10]=[CH:11][CH2:12][CH3:13])[N:5]=[CH:4][N:3]=1.[NH:14]1[CH2:19][CH:18]=[CH:17][CH2:16][CH2:15]1. (7) Given the product [CH3:1][C:2]1[CH:7]=[CH:6][CH:5]=[CH:4][C:3]=1[C:8]1[C:16]2[O:15][CH:14]([CH2:17][NH:36][CH3:35])[CH2:13][C:12]=2[CH:11]=[C:10]([C:29]2[CH:34]=[CH:33][CH:32]=[CH:31][CH:30]=2)[CH:9]=1, predict the reactants needed to synthesize it. The reactants are: [CH3:1][C:2]1[CH:7]=[CH:6][CH:5]=[CH:4][C:3]=1[C:8]1[C:16]2[O:15][CH:14]([CH2:17]OS(C3C=CC(C)=CC=3)(=O)=O)[CH2:13][C:12]=2[CH:11]=[C:10]([C:29]2[CH:34]=[CH:33][CH:32]=[CH:31][CH:30]=2)[CH:9]=1.[CH3:35][NH2:36]. (8) Given the product [Si:1]([O:18][CH2:19][C:20]1[C:21]([N:35]2[CH2:40][C@H:39]([CH3:41])[O:38][C@H:37]([CH3:42])[CH2:36]2)=[C:22]([F:34])[C:23]2[O:27][N:26]=[C:25]([C:28]([N:43]3[CH2:48][CH2:47][S:46](=[O:50])(=[O:49])[CH2:45][CH2:44]3)=[O:30])[C:24]=2[CH:33]=1)([C:14]([CH3:15])([CH3:17])[CH3:16])([C:8]1[CH:13]=[CH:12][CH:11]=[CH:10][CH:9]=1)[C:2]1[CH:3]=[CH:4][CH:5]=[CH:6][CH:7]=1, predict the reactants needed to synthesize it. The reactants are: [Si:1]([O:18][CH2:19][C:20]1[C:21]([N:35]2[CH2:40][C@H:39]([CH3:41])[O:38][C@H:37]([CH3:42])[CH2:36]2)=[C:22]([F:34])[C:23]2[O:27][N:26]=[C:25]([C:28]([O:30]CC)=O)[C:24]=2[CH:33]=1)([C:14]([CH3:17])([CH3:16])[CH3:15])([C:8]1[CH:13]=[CH:12][CH:11]=[CH:10][CH:9]=1)[C:2]1[CH:7]=[CH:6][CH:5]=[CH:4][CH:3]=1.[NH:43]1[CH2:48][CH2:47][S:46](=[O:50])(=[O:49])[CH2:45][CH2:44]1.